From a dataset of NCI-60 drug combinations with 297,098 pairs across 59 cell lines. Regression. Given two drug SMILES strings and cell line genomic features, predict the synergy score measuring deviation from expected non-interaction effect. (1) Drug 1: C1=NC2=C(N=C(N=C2N1C3C(C(C(O3)CO)O)F)Cl)N. Drug 2: CC1=C(C(=O)C2=C(C1=O)N3CC4C(C3(C2COC(=O)N)OC)N4)N. Cell line: UACC-257. Synergy scores: CSS=13.2, Synergy_ZIP=2.87, Synergy_Bliss=3.49, Synergy_Loewe=0.146, Synergy_HSA=1.71. (2) Drug 1: CCN(CC)CCNC(=O)C1=C(NC(=C1C)C=C2C3=C(C=CC(=C3)F)NC2=O)C. Drug 2: CC1C(C(CC(O1)OC2CC(CC3=C2C(=C4C(=C3O)C(=O)C5=C(C4=O)C(=CC=C5)OC)O)(C(=O)CO)O)N)O.Cl. Cell line: K-562. Synergy scores: CSS=24.5, Synergy_ZIP=0.0372, Synergy_Bliss=-0.209, Synergy_Loewe=-18.5, Synergy_HSA=-5.50.